Task: Predict which catalyst facilitates the given reaction.. Dataset: Catalyst prediction with 721,799 reactions and 888 catalyst types from USPTO (1) Reactant: O=[C:2]([CH2:8][C:9](=[O:12])[CH2:10][CH3:11])[C:3]([O:5][CH2:6][CH3:7])=[O:4].Cl.[NH2:14]O. Product: [CH2:10]([C:9]1[O:12][N:14]=[C:2]([C:3]([O:5][CH2:6][CH3:7])=[O:4])[CH:8]=1)[CH3:11]. The catalyst class is: 14. (2) Reactant: [F:1][C:2]([F:26])([F:25])[C:3]1[C:11]2[CH2:10][CH2:9][CH2:8][CH2:7][C:6]=2[N:5]([CH2:12][CH2:13][O:14][C:15]2[CH:24]=[CH:23][C:18]([C:19]([O:21]C)=[O:20])=[CH:17][CH:16]=2)[N:4]=1.[OH-].[Na+].Cl.O. Product: [F:26][C:2]([F:1])([F:25])[C:3]1[C:11]2[CH2:10][CH2:9][CH2:8][CH2:7][C:6]=2[N:5]([CH2:12][CH2:13][O:14][C:15]2[CH:16]=[CH:17][C:18]([C:19]([OH:21])=[O:20])=[CH:23][CH:24]=2)[N:4]=1. The catalyst class is: 8.